This data is from Catalyst prediction with 721,799 reactions and 888 catalyst types from USPTO. The task is: Predict which catalyst facilitates the given reaction. (1) Reactant: [Cl:1][C:2]1[N:7]=[C:6](Cl)[CH:5]=[CH:4][N:3]=1.[Cl:9][C:10]1[CH:11]=[CH:12][C:13]([OH:19])=[C:14](B(O)O)[CH:15]=1.C(=O)([O-])[O-].[Na+].[Na+]. Product: [Cl:9][C:10]1[CH:11]=[CH:12][C:13]([OH:19])=[C:14]([C:6]2[CH:5]=[CH:4][N:3]=[C:2]([Cl:1])[N:7]=2)[CH:15]=1. The catalyst class is: 276. (2) Reactant: [N:1]1[CH:6]=[CH:5][N:4]=[C:3]2[S:7][C:8]([C:10]([OH:12])=O)=[CH:9][C:2]=12.CN(C(ON1N=NC2C=CC=NC1=2)=[N+](C)C)C.F[P-](F)(F)(F)(F)F.CCN(C(C)C)C(C)C.[C:46]([O:50][C:51](=[O:61])[NH:52][C:53]1[CH:58]=[CH:57][C:56]([CH3:59])=[C:55]([NH2:60])[CH:54]=1)([CH3:49])([CH3:48])[CH3:47].C(O)(=O)CC(CC(O)=O)(C(O)=O)O. Product: [CH3:59][C:56]1[CH:57]=[CH:58][C:53]([NH:52][C:51](=[O:61])[O:50][C:46]([CH3:47])([CH3:49])[CH3:48])=[CH:54][C:55]=1[NH:60][C:10]([C:8]1[S:7][C:3]2=[N:4][CH:5]=[CH:6][N:1]=[C:2]2[CH:9]=1)=[O:12]. The catalyst class is: 3. (3) Reactant: [H-].[Na+].[CH2:3]([C:5]1([C:16]2[CH:21]=[CH:20][CH:19]=[C:18]([O:22][CH2:23][C:24]3[CH:29]=[CH:28][CH:27]=[CH:26][CH:25]=3)[CH:17]=2)[CH2:11][CH2:10][CH2:9][CH2:8][N:7]([CH2:12][CH2:13][OH:14])[C:6]1=[O:15])[CH3:4].[CH3:30]I. Product: [CH2:3]([C:5]1([C:16]2[CH:21]=[CH:20][CH:19]=[C:18]([O:22][CH2:23][C:24]3[CH:29]=[CH:28][CH:27]=[CH:26][CH:25]=3)[CH:17]=2)[CH2:11][CH2:10][CH2:9][CH2:8][N:7]([CH2:12][CH2:13][O:14][CH3:30])[C:6]1=[O:15])[CH3:4]. The catalyst class is: 3. (4) The catalyst class is: 2. Product: [CH3:36][S:37]([O:1][CH2:2][CH2:3][N:4]([CH2:26][CH2:27][O:28][S:21]([CH3:6])(=[O:23])=[O:22])[C:5]1[C:6]([S:21]([CH2:24][CH3:25])(=[O:23])=[O:22])=[CH:7][C:8]([N+:18]([O-:20])=[O:19])=[C:9]([CH:17]=1)[C:10]([O:12][C:13]([CH3:15])([CH3:14])[CH3:16])=[O:11])(=[O:39])=[O:38]. Reactant: [OH:1][CH2:2][CH2:3][N:4]([CH2:26][CH2:27][OH:28])[C:5]1[C:6]([S:21]([CH2:24][CH3:25])(=[O:23])=[O:22])=[CH:7][C:8]([N+:18]([O-:20])=[O:19])=[C:9]([CH:17]=1)[C:10]([O:12][C:13]([CH3:16])([CH3:15])[CH3:14])=[O:11].CCN(CC)CC.[CH3:36][S:37](Cl)(=[O:39])=[O:38]. (5) Reactant: [CH:1]([O:4][C:5]([N:7]1[CH2:11][CH2:10][CH:9]([O:12][C@@H:13]([C:15]2[N:19]=[C:18]([C:20]3[CH:21]=[N:22][C:23](Cl)=[N:24][CH:25]=3)[O:17][N:16]=2)[CH3:14])[CH2:8]1)=[O:6])([CH3:3])[CH3:2].[C:27]([O:31][C:32](=[O:47])[NH:33][C@@H:34]1[C@@H:38]([C:39]2[CH:44]=[C:43]([F:45])[CH:42]=[CH:41][C:40]=2[F:46])[CH2:37][NH:36][CH2:35]1)([CH3:30])([CH3:29])[CH3:28].CCN(C(C)C)C(C)C. Product: [CH:1]([O:4][C:5]([N:7]1[CH2:11][CH2:10][C@@H:9]([O:12][C@@H:13]([C:15]2[N:19]=[C:18]([C:20]3[CH:21]=[N:22][C:23]([N:36]4[CH2:37][C@H:38]([C:39]5[CH:44]=[C:43]([F:45])[CH:42]=[CH:41][C:40]=5[F:46])[C@@H:34]([NH:33][C:32]([O:31][C:27]([CH3:30])([CH3:29])[CH3:28])=[O:47])[CH2:35]4)=[N:24][CH:25]=3)[O:17][N:16]=2)[CH3:14])[CH2:8]1)=[O:6])([CH3:3])[CH3:2]. The catalyst class is: 107. (6) Reactant: [CH2:1]([C@@H:3]1[CH2:8][CH2:7][C@H:6]([O:9][C:10]2[CH:19]=[C:18]3[C:13]([CH:14]=[CH:15][C:16]([CH:20]=[O:21])=[CH:17]3)=[CH:12][CH:11]=2)[CH2:5][CH2:4]1)[CH3:2].C1C(=O)N([Cl:29])C(=O)C1.C(O)(C(F)(F)F)=O. Product: [Cl:29][C:19]1[C:10]([O:9][C@H:6]2[CH2:7][CH2:8][C@@H:3]([CH2:1][CH3:2])[CH2:4][CH2:5]2)=[CH:11][CH:12]=[C:13]2[C:18]=1[CH:17]=[C:16]([CH:20]=[O:21])[CH:15]=[CH:14]2. The catalyst class is: 23. (7) The catalyst class is: 5. Product: [N:1]1[CH:6]=[CH:5][N:4]=[CH:3][C:2]=1[C:7]1[NH:13][N:12]=[C:14]([CH:16]2[CH2:21][CH2:20][N:19]([C:22]([O:24][C:25]([CH3:28])([CH3:27])[CH3:26])=[O:23])[CH2:18][CH2:17]2)[N:8]=1. Reactant: [N:1]1[CH:6]=[CH:5][N:4]=[CH:3][C:2]=1[C:7]#[N:8].C[O-].[Na+].[NH:12]([C:14]([CH:16]1[CH2:21][CH2:20][N:19]([C:22]([O:24][C:25]([CH3:28])([CH3:27])[CH3:26])=[O:23])[CH2:18][CH2:17]1)=O)[NH2:13].C(O)(=O)C. (8) Reactant: [NH2:1][C:2]1[CH:7]=[CH:6][C:5]([OH:8])=[C:4]([F:9])[CH:3]=1.CC(C)([O-])C.[K+].Cl[C:17]1[CH:22]=[CH:21][N:20]=[C:19]2[CH:23]=[C:24]([I:26])[S:25][C:18]=12.O. Product: [F:9][C:4]1[CH:3]=[C:2]([CH:7]=[CH:6][C:5]=1[O:8][C:17]1[CH:22]=[CH:21][N:20]=[C:19]2[CH:23]=[C:24]([I:26])[S:25][C:18]=12)[NH2:1]. The catalyst class is: 16. (9) Reactant: Br[C:2]1[N:3]=[C:4]([CH:15]2[CH2:20][CH2:19][O:18][CH2:17][CH2:16]2)[O:5][C:6]=1[S:7][C:8]1[CH:13]=[CH:12][C:11]([Cl:14])=[CH:10][CH:9]=1.[Li]CCCC.[C:26](=[O:28])=[O:27]. Product: [Cl:14][C:11]1[CH:12]=[CH:13][C:8]([S:7][C:6]2[O:5][C:4]([CH:15]3[CH2:20][CH2:19][O:18][CH2:17][CH2:16]3)=[N:3][C:2]=2[C:26]([OH:28])=[O:27])=[CH:9][CH:10]=1. The catalyst class is: 1. (10) Reactant: [CH:1]1[C:10]2[C:5](=[CH:6][CH:7]=[CH:8][CH:9]=2)[CH:4]=[CH:3][C:2]=1[C:11]1[N:12]=[C:13]([C:16]([NH:18][C:19]2[CH:28]=[C:27]([C:29]([O:31]C)=[O:30])[CH:26]=[CH:25][C:20]=2[C:21]([O:23]C)=[O:22])=[O:17])[S:14][CH:15]=1.[OH-].[K+]. Product: [CH:1]1[C:10]2[C:5](=[CH:6][CH:7]=[CH:8][CH:9]=2)[CH:4]=[CH:3][C:2]=1[C:11]1[N:12]=[C:13]([C:16]([NH:18][C:19]2[CH:28]=[C:27]([C:29]([OH:31])=[O:30])[CH:26]=[CH:25][C:20]=2[C:21]([OH:23])=[O:22])=[O:17])[S:14][CH:15]=1. The catalyst class is: 5.